The task is: Predict the product of the given reaction.. This data is from Forward reaction prediction with 1.9M reactions from USPTO patents (1976-2016). (1) Given the reactants [C:1]([O:5][C:6](=[O:34])[NH:7][C@H:8]1[CH2:12][CH2:11][C@H:10]([N:13]2[C:24]3[C:16](=[CH:17][N:18]=[C:19]4[C:23]=3[CH:22]=[CH:21][N:20]4S(C3C=CC=CC=3)(=O)=O)[N:15]=[N:14]2)[CH2:9]1)([CH3:4])([CH3:3])[CH3:2].[OH-].[Na+].CO.C1COCC1, predict the reaction product. The product is: [C:1]([O:5][C:6](=[O:34])[NH:7][C@H:8]1[CH2:12][CH2:11][C@H:10]([N:13]2[C:24]3[C:16](=[CH:17][N:18]=[C:19]4[C:23]=3[CH:22]=[CH:21][NH:20]4)[N:15]=[N:14]2)[CH2:9]1)([CH3:4])([CH3:2])[CH3:3]. (2) Given the reactants [CH3:1][Al](C)C.[Cl:5][CH2:6][CH2:7][CH2:8][CH2:9][C:10]#[CH:11].Cl[C:13]([O:15][CH2:16][CH3:17])=[O:14], predict the reaction product. The product is: [Cl:5][CH2:6][CH2:7][CH2:8][CH2:9]/[C:10](/[CH3:1])=[CH:11]/[C:13]([O:15][CH2:16][CH3:17])=[O:14]. (3) Given the reactants [CH3:1][N:2]1[C:8]2[CH:9]=[CH:10][CH:11]=[CH:12][C:7]=2[CH2:6][CH2:5][C@H:4]([NH:13]C(=O)OC(C)(C)C)[C:3]1=[O:21].[ClH:22], predict the reaction product. The product is: [ClH:22].[NH2:13][C@H:4]1[CH2:5][CH2:6][C:7]2[CH:12]=[CH:11][CH:10]=[CH:9][C:8]=2[N:2]([CH3:1])[C:3]1=[O:21]. (4) Given the reactants Br[C:2]1[CH:7]=[CH:6][C:5]([C:8]2[NH:12][N:11]=[N:10][N:9]=2)=[CH:4][CH:3]=1.[CH3:13][O:14][C:15]1[CH:20]=[CH:19][CH:18]=[CH:17][C:16]=1[C:21]1[C:29]2[C:24](=[N:25][CH:26]=[C:27](B3OC(C)(C)C(C)(C)O3)[CH:28]=2)[N:23](COCC[Si](C)(C)C)[N:22]=1, predict the reaction product. The product is: [CH3:13][O:14][C:15]1[CH:20]=[CH:19][CH:18]=[CH:17][C:16]=1[C:21]1[C:29]2[C:24](=[N:25][CH:26]=[C:27]([C:2]3[CH:7]=[CH:6][C:5]([C:8]4[NH:12][N:11]=[N:10][N:9]=4)=[CH:4][CH:3]=3)[CH:28]=2)[NH:23][N:22]=1. (5) Given the reactants C(=O)([O-])[O-].[Na+].[Na+].O.Cl.[NH:9]1[CH2:14][CH2:13][C:12](=[O:15])[CH2:11][CH2:10]1.[C:16](O[C:16]([O:18][C:19]([CH3:22])([CH3:21])[CH3:20])=[O:17])([O:18][C:19]([CH3:22])([CH3:21])[CH3:20])=[O:17], predict the reaction product. The product is: [C:19]([O:18][C:16]([N:9]1[CH2:14][CH2:13][C:12](=[O:15])[CH2:11][CH2:10]1)=[O:17])([CH3:22])([CH3:21])[CH3:20]. (6) Given the reactants [C:1]([O:5][C:6](=[O:26])[CH2:7][CH2:8][CH2:9][CH2:10][CH2:11][CH2:12][CH2:13][CH2:14][CH2:15][CH2:16][CH2:17][CH2:18][CH2:19][CH2:20][CH2:21][CH2:22]C(O)=O)([CH3:4])([CH3:3])[CH3:2].C1C=CC(OP(OC2C=CC=CC=2)([N:36]=[N+]=[N-])=O)=CC=1, predict the reaction product. The product is: [C:1]([O:5][C:6](=[O:26])[CH2:7][CH2:8][CH2:9][CH2:10][CH2:11][CH2:12][CH2:13][CH2:14][CH2:15][CH2:16][CH2:17][CH2:18][CH2:19][CH2:20][CH2:21][CH2:22][NH2:36])([CH3:4])([CH3:3])[CH3:2]. (7) The product is: [Na:1].[F:42][CH2:43][C:6]1([CH2:9][O:10][C:11]2[C:16]([CH3:32])=[CH:15][N:14]=[C:13]([CH2:17][S:18]([C:20]3[NH:24][C:23]4[CH:25]=[CH:26][CH:27]=[CH:28][C:22]=4[N:21]=3)=[O:19])[C:12]=2[CH3:29])[O:7][CH2:8][CH2:3][CH2:4][O:5]1. Given the reactants [Na:1].C[C:3]1(C)[CH2:8][O:7][CH:6]([CH2:9][O:10][C:11]2[CH:16]=[CH:15][N:14]=[C:13]([CH2:17][S:18]([C:20]3[NH:24][C:23]4[CH:25]=[CH:26][CH:27]=[CH:28][C:22]=4[N:21]=3)=[O:19])[C:12]=2[CH3:29])[O:5][CH2:4]1.Cl[C:32]1C(C)=C[N+]([O-])=C(C)C=1C.[F:42][CH2:43]C1(CO)OCCCO1, predict the reaction product. (8) The product is: [O:18]=[C:12]1[NH:13][C:14](=[O:17])[CH:15]=[CH:16][N:11]1[C@@H:4]1[O:5][C@H:6]([CH2:9][O:10][P:36]([NH:47][C@@H:48]([CH2:55][C:56]2[CH:57]=[CH:58][CH:59]=[CH:60][CH:61]=2)[C:49]([O:51][CH:52]([CH3:53])[CH3:54])=[O:50])([O:37][C:38]2[CH:43]=[CH:42][CH:41]=[CH:40][CH:39]=2)=[O:44])[C@@H:7]([OH:8])[C@@:3]1([C:1]#[CH:2])[OH:19]. Given the reactants [C:1]([C@@:3]1([OH:19])[C@H:7]([OH:8])[C@@H:6]([CH2:9][OH:10])[O:5][C@H:4]1[N:11]1[CH:16]=[CH:15][C:14](=[O:17])[NH:13][C:12]1=[O:18])#[CH:2].CN(C1C2C(N(C)C)=CC=CC=2C=CC=1)C.[P:36](Cl)(Cl)(=[O:44])[O:37][C:38]1[CH:43]=[CH:42][CH:41]=[CH:40][CH:39]=1.[NH2:47][C@@H:48]([CH2:55][C:56]1[CH:61]=[CH:60][CH:59]=[CH:58][CH:57]=1)[C:49]([O:51][CH:52]([CH3:54])[CH3:53])=[O:50].C(N(CC)CC)C, predict the reaction product. (9) The product is: [ClH:33].[Cl:33][C:29]1[CH:28]=[C:27]([CH2:26][CH2:25][N:1]2[CH2:2][CH2:3][CH:4]([CH2:7][CH2:8][C:9]([C:11]3[CH:12]=[C:13]4[C:18]5=[C:19]([CH2:21][CH2:22][N:17]5[C:16](=[O:23])[CH2:15][CH2:14]4)[CH:20]=3)=[O:10])[CH2:5][CH2:6]2)[CH:32]=[CH:31][CH:30]=1. Given the reactants [NH:1]1[CH2:6][CH2:5][CH:4]([CH2:7][CH2:8][C:9]([C:11]2[CH:12]=[C:13]3[C:18]4=[C:19]([CH2:21][CH2:22][N:17]4[C:16](=[O:23])[CH2:15][CH2:14]3)[CH:20]=2)=[O:10])[CH2:3][CH2:2]1.Br[CH2:25][CH2:26][C:27]1[CH:32]=[CH:31][CH:30]=[C:29]([Cl:33])[CH:28]=1, predict the reaction product. (10) Given the reactants [Cl:1][C:2]1[C:3]([OH:20])=[N:4][C:5]([C:9]2[C:13]([Cl:14])=[C:12]([O:15][CH:16]([F:18])[F:17])[N:11]([CH3:19])[N:10]=2)=[C:6]([F:8])[CH:7]=1.C(=O)([O-])[O-].[K+].[K+].Cl[CH2:28][C:29]([NH2:31])=[O:30], predict the reaction product. The product is: [Cl:1][C:2]1[C:3]([O:20][CH2:28][C:29]([NH2:31])=[O:30])=[N:4][C:5]([C:9]2[C:13]([Cl:14])=[C:12]([O:15][CH:16]([F:17])[F:18])[N:11]([CH3:19])[N:10]=2)=[C:6]([F:8])[CH:7]=1.